Dataset: Forward reaction prediction with 1.9M reactions from USPTO patents (1976-2016). Task: Predict the product of the given reaction. (1) Given the reactants C([N:8]1[CH2:13][CH2:12][N:11]([C:14]2[CH:19]=[CH:18][C:17]([NH:20][C:21]3[N:26]=[CH:25][N:24]=[C:23]([N:27]([CH3:44])[C:28]([NH:30][CH:31]4[C:36]([Cl:38])(C)[C:35]([O:39][CH3:40])=[CH:34][C:33]([O:41][CH3:42])=[C:32]4[Cl:43])=[O:29])[CH:22]=3)=[CH:16][CH:15]=2)[CH2:10][CH2:9]1)C1C=CC=CC=1.Cl, predict the reaction product. The product is: [Cl:38][C:36]1[C:35]([O:39][CH3:40])=[CH:34][C:33]([O:41][CH3:42])=[C:32]([Cl:43])[C:31]=1[NH:30][C:28](=[O:29])[N:27]([CH3:44])[C:23]1[CH:22]=[C:21]([NH:20][C:17]2[CH:18]=[CH:19][C:14]([N:11]3[CH2:10][CH2:9][NH:8][CH2:13][CH2:12]3)=[CH:15][CH:16]=2)[N:26]=[CH:25][N:24]=1. (2) Given the reactants [Cl:1][C:2]1[CH:7]=[CH:6][C:5]([CH:8]2[CH:17]([C:18]3[N:19]([CH3:23])[CH:20]=[CH:21][N:22]=3)[C:16](=O)[C:15]3[C:14]([C:25]([O:27]CC)=O)=[CH:13][CH:12]=[CH:11][C:10]=3[NH:9]2)=[CH:4][CH:3]=1.O.[NH2:31][NH2:32], predict the reaction product. The product is: [Cl:1][C:2]1[CH:3]=[CH:4][C:5]([CH:8]2[NH:9][C:10]3[C:15]4[C:16](=[N:31][NH:32][C:25](=[O:27])[C:14]=4[CH:13]=[CH:12][CH:11]=3)[CH:17]2[C:18]2[N:19]([CH3:23])[CH:20]=[CH:21][N:22]=2)=[CH:6][CH:7]=1. (3) Given the reactants ClC1C=C(Cl)C=CC=1C[O:10][C@@H:11]1[C@@H:15]([CH2:16][O:17]CC2C=CC(Cl)=CC=2Cl)[O:14][C@@H:13]([N:27]2[CH:39]=[C:31]3[CH:32]=[CH:33][C:34]4[CH2:35][NH:36][N:37]=[CH:38][C:29]([C:30]=43)=[N:28]2)[C@:12]1([CH3:41])[OH:40].B(Cl)(Cl)Cl.CO, predict the reaction product. The product is: [CH3:41][C@@:12]1([OH:40])[C@H:11]([OH:10])[C@@H:15]([CH2:16][OH:17])[O:14][C@H:13]1[N:27]1[CH:39]=[C:31]2[CH:32]=[CH:33][C:34]3[CH2:35][NH:36][N:37]=[CH:38][C:29]([C:30]=32)=[N:28]1. (4) Given the reactants [Cl:1][C:2]1[N:3]=[N:4][C:5]([CH3:8])=[CH:6][CH:7]=1.C1C(=O)N([Br:16])C(=O)C1, predict the reaction product. The product is: [Br:16][CH2:8][C:5]1[N:4]=[N:3][C:2]([Cl:1])=[CH:7][CH:6]=1. (5) Given the reactants [C:1]([O:6][CH2:7][CH3:8])(=[O:5])/[CH:2]=[CH:3]/[CH3:4].[CH2:9]([NH2:16])[C:10]1[CH:15]=[CH:14][CH:13]=[CH:12][CH:11]=1, predict the reaction product. The product is: [CH2:9]([NH:16][CH:3]([CH3:4])[CH2:2][C:1]([O:6][CH2:7][CH3:8])=[O:5])[C:10]1[CH:15]=[CH:14][CH:13]=[CH:12][CH:11]=1. (6) Given the reactants Br[C:2]1[CH:3]=[C:4]([C:8]2([C:18]3[CH:23]=[C:22]([CH3:24])[C:21]([O:25][CH3:26])=[C:20]([F:27])[CH:19]=3)[C:16]3[C:11](=[N:12][CH:13]=[CH:14][CH:15]=3)[C:10]([NH2:17])=[N:9]2)[CH:5]=[CH:6][CH:7]=1.[N:28]1[CH:33]=[C:32](B(O)O)[CH:31]=[N:30][CH:29]=1.C(=O)([O-])[O-].[K+].[K+].CO, predict the reaction product. The product is: [F:27][C:20]1[CH:19]=[C:18]([C:8]2([C:4]3[CH:5]=[CH:6][CH:7]=[C:2]([C:32]4[CH:33]=[N:28][CH:29]=[N:30][CH:31]=4)[CH:3]=3)[C:16]3[C:11](=[N:12][CH:13]=[CH:14][CH:15]=3)[C:10]([NH2:17])=[N:9]2)[CH:23]=[C:22]([CH3:24])[C:21]=1[O:25][CH3:26]. (7) The product is: [N:24]1([CH:1]([C:4]2[CH:5]=[C:6]3[C:10](=[CH:11][CH:12]=2)[NH:9][C:8]([C:13]2[C:14](=[O:23])[NH:15][C:16]4[C:21]([CH:22]=2)=[CH:20][CH:19]=[CH:18][CH:17]=4)=[CH:7]3)[CH3:2])[CH2:29][CH2:28][O:27][CH2:26][CH2:25]1. Given the reactants [C:1]([C:4]1[CH:5]=[C:6]2[C:10](=[CH:11][CH:12]=1)[NH:9][C:8]([C:13]1[C:14](=[O:23])[NH:15][C:16]3[C:21]([CH:22]=1)=[CH:20][CH:19]=[CH:18][CH:17]=3)=[CH:7]2)(=O)[CH3:2].[NH:24]1[CH2:29][CH2:28][O:27][CH2:26][CH2:25]1.C(O)(=O)C.C([BH3-])#N.[Na+], predict the reaction product. (8) Given the reactants [Cl:1][C:2]1[C:11]2[C:6](=[CH:7][C:8]([O:12][CH:13]([CH3:15])[CH3:14])=[CH:9][CH:10]=2)[C:5]([OH:16])=[C:4]([C:17]([OH:19])=O)[N:3]=1.Cl.C([O:25][C:26](=[O:35])[C@H:27]([NH2:34])[CH2:28][O:29]C(C)(C)C)(C)(C)C, predict the reaction product. The product is: [Cl:1][C:2]1[C:11]2[C:6](=[CH:7][C:8]([O:12][CH:13]([CH3:14])[CH3:15])=[CH:9][CH:10]=2)[C:5]([OH:16])=[C:4]([C:17]([NH:34][C@H:27]([CH2:28][OH:29])[C:26]([OH:35])=[O:25])=[O:19])[N:3]=1.